Dataset: Full USPTO retrosynthesis dataset with 1.9M reactions from patents (1976-2016). Task: Predict the reactants needed to synthesize the given product. Given the product [C:1]([C:5]1[CH:10]=[CH:9][C:8]([C:15]2[C:16]([C:17]([O:19][CH2:20][CH3:21])=[O:18])=[CH:22][CH:23]=[CH:24][CH:25]=2)=[CH:7][CH:6]=1)([CH3:4])([CH3:3])[CH3:2], predict the reactants needed to synthesize it. The reactants are: [C:1]([C:5]1[CH:10]=[CH:9][C:8](B(O)O)=[CH:7][CH:6]=1)([CH3:4])([CH3:3])[CH3:2].I[C:15]1[CH:25]=[CH:24][CH:23]=[CH:22][C:16]=1[C:17]([O:19][CH2:20][CH3:21])=[O:18].C([O-])([O-])=O.[Cs+].[Cs+].